Regression. Given a peptide amino acid sequence and an MHC pseudo amino acid sequence, predict their binding affinity value. This is MHC class II binding data. From a dataset of Peptide-MHC class II binding affinity with 134,281 pairs from IEDB. (1) The peptide sequence is EPLMQSADASTFLKR. The MHC is DRB1_0101 with pseudo-sequence DRB1_0101. The binding affinity (normalized) is 0.907. (2) The peptide sequence is GGVFHTMWHVTRGAF. The MHC is DRB5_0101 with pseudo-sequence DRB5_0101. The binding affinity (normalized) is 1.00.